Dataset: Peptide-MHC class I binding affinity with 185,985 pairs from IEDB/IMGT. Task: Regression. Given a peptide amino acid sequence and an MHC pseudo amino acid sequence, predict their binding affinity value. This is MHC class I binding data. (1) The peptide sequence is RPSGPGPEL. The MHC is HLA-B40:01 with pseudo-sequence HLA-B40:01. The binding affinity (normalized) is 0.0847. (2) The peptide sequence is MYIFFASFYY. The MHC is HLA-A30:02 with pseudo-sequence HLA-A30:02. The binding affinity (normalized) is 0.796.